This data is from Forward reaction prediction with 1.9M reactions from USPTO patents (1976-2016). The task is: Predict the product of the given reaction. (1) Given the reactants [F:1][C:2]([F:36])([F:35])[C:3]1[CH:4]=[C:5]([CH:28]=[C:29]([C:31]([F:34])([F:33])[F:32])[CH:30]=1)[CH2:6][N:7]1[CH2:14][CH2:13][CH2:12][O:11][C:10]2[N:15]=[C:16](Cl)[CH:17]=[C:18]([C:19]3[CH:24]=[CH:23][C:22]([Cl:25])=[CH:21][CH:20]=3)[C:9]=2[C:8]1=[O:27].[N:37]1([CH:42]2[CH2:47][CH2:46][NH:45][CH2:44][CH2:43]2)[CH2:41][CH2:40][CH2:39][CH2:38]1, predict the reaction product. The product is: [F:32][C:31]([F:34])([F:33])[C:29]1[CH:28]=[C:5]([CH:4]=[C:3]([C:2]([F:36])([F:1])[F:35])[CH:30]=1)[CH2:6][N:7]1[CH2:14][CH2:13][CH2:12][O:11][C:10]2[N:15]=[C:16]([N:45]3[CH2:46][CH2:47][CH:42]([N:37]4[CH2:41][CH2:40][CH2:39][CH2:38]4)[CH2:43][CH2:44]3)[CH:17]=[C:18]([C:19]3[CH:20]=[CH:21][C:22]([Cl:25])=[CH:23][CH:24]=3)[C:9]=2[C:8]1=[O:27]. (2) Given the reactants [CH3:1][O:2][CH2:3][C:4]1[CH:9]=[CH:8][CH:7]=[CH:6][C:5]=1[NH:10][S:11]([C:14]1[CH:19]=[CH:18][C:17]([O:20][CH2:21][CH3:22])=[C:16]([N:23]2[CH2:28][CH2:27][N:26](C(=O)C(F)(F)F)[CH2:25][CH2:24]2)[CH:15]=1)(=[O:13])=[O:12].[OH-].[Na+], predict the reaction product. The product is: [CH3:1][O:2][CH2:3][C:4]1[CH:9]=[CH:8][CH:7]=[CH:6][C:5]=1[NH:10][S:11]([C:14]1[CH:19]=[CH:18][C:17]([O:20][CH2:21][CH3:22])=[C:16]([N:23]2[CH2:24][CH2:25][NH:26][CH2:27][CH2:28]2)[CH:15]=1)(=[O:12])=[O:13]. (3) Given the reactants O.C1(C)C=CC(S(O)(=O)=[O:9])=CC=1.C(N(C(C)C)CC)(C)C.N(C(OCC1C2C(=CC=CC=2)C2C1=CC=CC=2)=O)[C@H](C(O)=O)COC(C)(C)C.O.[CH2:51]1[CH2:56][CH2:55][CH:54]([N:57]=[C:58]=[N:59][CH:60]2[CH2:65][CH2:64][CH2:63][CH2:62][CH2:61]2)[CH2:53][CH2:52]1, predict the reaction product. The product is: [C:58]([NH:57][CH:54]1[CH2:53][CH2:52][CH2:51][CH2:56][CH2:55]1)([NH:59][CH:60]1[CH2:65][CH2:64][CH2:63][CH2:62][CH2:61]1)=[O:9]. (4) Given the reactants [NH2:1][C:2]1[CH:7]=[CH:6][C:5]([CH2:8][CH3:9])=[CH:4][C:3]=1[NH:10][CH:11]1[CH2:16][CH2:15][N:14]([CH:17]2[CH2:22][CH2:21][O:20][CH2:19][CH2:18]2)[CH2:13][CH2:12]1.[C:23](N1C=CN=C1)(N1C=CN=C1)=[O:24].[ClH:35], predict the reaction product. The product is: [ClH:35].[CH2:8]([C:5]1[CH:6]=[CH:7][C:2]2[NH:1][C:23](=[O:24])[N:10]([CH:11]3[CH2:12][CH2:13][N:14]([CH:17]4[CH2:18][CH2:19][O:20][CH2:21][CH2:22]4)[CH2:15][CH2:16]3)[C:3]=2[CH:4]=1)[CH3:9]. (5) The product is: [F:12][C:9]([F:10])([F:11])[O:8][C:6]1[CH:5]=[CH:4][C:3]2[O:13][C:14](=[O:15])[NH:1][C:2]=2[CH:7]=1. Given the reactants [NH2:1][C:2]1[CH:7]=[C:6]([O:8][C:9]([F:12])([F:11])[F:10])[CH:5]=[CH:4][C:3]=1[OH:13].[C:14](N1C=CN=C1)(N1C=CN=C1)=[O:15].CC#N.O.FC(F)(F)C(O)=O, predict the reaction product.